Dataset: Catalyst prediction with 721,799 reactions and 888 catalyst types from USPTO. Task: Predict which catalyst facilitates the given reaction. (1) Reactant: [C:1]([O:5][C:6]([NH:8][C@@H:9]1[CH2:14][CH2:13][N:12]([C:15]([O:17][CH2:18][C:19]2[CH:24]=[CH:23][CH:22]=[CH:21][CH:20]=2)=[O:16])[CH2:11][C@H:10]1[OH:25])=[O:7])([CH3:4])([CH3:3])[CH3:2].N1C=CN=C1.[C:31]([Si:35](Cl)([CH3:37])[CH3:36])([CH3:34])([CH3:33])[CH3:32].O. Product: [C:1]([O:5][C:6]([NH:8][C@@H:9]1[CH2:14][CH2:13][N:12]([C:15]([O:17][CH2:18][C:19]2[CH:24]=[CH:23][CH:22]=[CH:21][CH:20]=2)=[O:16])[CH2:11][C@H:10]1[O:25][Si:35]([C:31]([CH3:34])([CH3:33])[CH3:32])([CH3:37])[CH3:36])=[O:7])([CH3:4])([CH3:2])[CH3:3]. The catalyst class is: 3. (2) Reactant: C[O-].[Na+].[Si:4]([O:21][CH2:22][CH2:23][CH2:24][CH:25]([C:30](OC)=[O:31])[C:26](OC)=[O:27])([C:17]([CH3:20])([CH3:19])[CH3:18])([C:11]1[CH:16]=[CH:15][CH:14]=[CH:13][CH:12]=1)[C:5]1[CH:10]=[CH:9][CH:8]=[CH:7][CH:6]=1.[CH:34]([NH:37][C:38]([NH2:40])=[O:39])([CH3:36])[CH3:35]. Product: [Si:4]([O:21][CH2:22][CH2:23][CH2:24][CH:25]1[C:30](=[O:31])[N:37]([CH:34]([CH3:36])[CH3:35])[C:38](=[O:39])[NH:40][C:26]1=[O:27])([C:17]([CH3:19])([CH3:18])[CH3:20])([C:11]1[CH:16]=[CH:15][CH:14]=[CH:13][CH:12]=1)[C:5]1[CH:10]=[CH:9][CH:8]=[CH:7][CH:6]=1. The catalyst class is: 5. (3) Reactant: [Br:1][C:2]1[C:10]2[C:5](=[N+:6]([O-])[CH:7]=[C:8]([N+:11]([O-])=O)[CH:9]=2)[S:4][C:3]=1[S:15]([C:18]1[CH:23]=[C:22]([F:24])[CH:21]=[C:20]([C:25]#[N:26])[CH:19]=1)(=[O:17])=[O:16].C(Cl)(Cl)Cl. Product: [NH2:11][C:8]1[CH:9]=[C:10]2[C:2]([Br:1])=[C:3]([S:15]([C:18]3[CH:23]=[C:22]([F:24])[CH:21]=[C:20]([C:25]#[N:26])[CH:19]=3)(=[O:16])=[O:17])[S:4][C:5]2=[N:6][CH:7]=1. The catalyst class is: 180. (4) Reactant: [NH2:1][C:2]1[C:3]2[C:10]([C:11]3[CH:16]=[CH:15][C:14]([CH3:17])=[CH:13][CH:12]=3)=[CH:9][NH:8][C:4]=2[N:5]=[CH:6][N:7]=1.C1OCCOCCOCCOCCOCCOC1.C([O-])([O-])=O.[K+].[K+].[CH3:42][O:43][CH:44]([O:61][CH3:62])[CH:45]1[O:49][CH2:48][CH:47](OS(C2C=CC(C)=CC=2)(=O)=O)[CH2:46]1. Product: [CH3:42][O:43][CH:44]([O:61][CH3:62])[CH:45]1[O:49][CH2:48][CH:47]([N:8]2[C:4]3[N:5]=[CH:6][N:7]=[C:2]([NH2:1])[C:3]=3[C:10]([C:11]3[CH:16]=[CH:15][C:14]([CH3:17])=[CH:13][CH:12]=3)=[CH:9]2)[CH2:46]1. The catalyst class is: 3. (5) Reactant: [NH2:1][C:2]1[N:10]=[CH:9][N:8]=[C:7]2[C:3]=1[N:4]=[C:5](Br)[N:6]2[CH2:11][CH2:12][OH:13].[N:15]1[CH:20]=[CH:19][CH:18]=[C:17]([CH2:21][NH2:22])[CH:16]=1. Product: [NH2:1][C:2]1[N:10]=[CH:9][N:8]=[C:7]2[C:3]=1[N:4]=[C:5]([NH:22][CH2:21][C:17]1[CH:16]=[N:15][CH:20]=[CH:19][CH:18]=1)[N:6]2[CH2:11][CH2:12][OH:13]. The catalyst class is: 6. (6) Reactant: Cl[C:2]1C=C(C=C[CH:11]=1)C(OO)=O.C(S[C:15]1[S:16][C:17]([C:37]([F:40])([F:39])[F:38])=[CH:18][C:19]=1[C:20]1[N:35]([CH3:36])[C:23]2=[N:24][CH:25]=[C:26]([C:28]([F:34])([F:33])[C:29]([F:32])([F:31])[F:30])[CH:27]=[C:22]2[N:21]=1)C.[S:41]([O-:45])([O-])(=[O:43])=S.[Na+].[Na+]. Product: [CH2:2]([S:41]([C:15]1[S:16][C:17]([C:37]([F:39])([F:40])[F:38])=[CH:18][C:19]=1[C:20]1[N:35]([CH3:36])[C:23]2=[N:24][CH:25]=[C:26]([C:28]([F:33])([F:34])[C:29]([F:32])([F:31])[F:30])[CH:27]=[C:22]2[N:21]=1)(=[O:45])=[O:43])[CH3:11]. The catalyst class is: 22.